From a dataset of Full USPTO retrosynthesis dataset with 1.9M reactions from patents (1976-2016). Predict the reactants needed to synthesize the given product. (1) Given the product [Br:1][C:2]1[C:7]([O:8][CH2:13][CH2:12][CH:11]=[CH2:10])=[CH:6][CH:5]=[C:4]([Br:9])[N:3]=1, predict the reactants needed to synthesize it. The reactants are: [Br:1][C:2]1[C:7]([OH:8])=[CH:6][CH:5]=[C:4]([Br:9])[N:3]=1.[CH2:10](O)[CH2:11][CH:12]=[CH2:13].C1C=CC(P(C2C=CC=CC=2)C2C=CC=CC=2)=CC=1.N(C(OCC)=O)=NC(OCC)=O. (2) Given the product [N:9]1[CH:10]=[CH:11][CH:12]=[CH:13][C:8]=1[C:7]1[CH:6]=[CH:5][N:4]=[CH:3][C:2]=1[N:22]1[CH2:32][CH2:31][CH:25]([C:26]([O:28][CH2:29][CH3:30])=[O:27])[CH2:24][CH2:23]1, predict the reactants needed to synthesize it. The reactants are: Br[C:2]1[CH:3]=[N:4][CH:5]=[CH:6][C:7]=1[C:8]1[CH:13]=[CH:12][CH:11]=[CH:10][N:9]=1.N12CCN(CC1)CC2.[NH:22]1[CH2:32][CH2:31][CH:25]([C:26]([O:28][CH2:29][CH3:30])=[O:27])[CH2:24][CH2:23]1.CCN(C(C)C)C(C)C. (3) Given the product [NH2:37][CH2:35][CH2:34][N:12]1[C:13]([NH:14][C:15]([C:22]2[CH:27]=[CH:26][CH:25]=[CH:24][CH:23]=2)([C:28]2[CH:29]=[CH:30][CH:31]=[CH:32][CH:33]=2)[C:16]2[CH:21]=[CH:20][CH:19]=[CH:18][CH:17]=2)=[C:9]([CH2:7][NH2:8])[CH:10]=[N:11]1, predict the reactants needed to synthesize it. The reactants are: [H-].[Al+3].[Li+].[H-].[H-].[H-].[C:7]([C:9]1[CH:10]=[N:11][N:12]([CH2:34][C:35]([NH2:37])=O)[C:13]=1[NH:14][C:15]([C:28]1[CH:33]=[CH:32][CH:31]=[CH:30][CH:29]=1)([C:22]1[CH:27]=[CH:26][CH:25]=[CH:24][CH:23]=1)[C:16]1[CH:21]=[CH:20][CH:19]=[CH:18][CH:17]=1)#[N:8].[F-].[Na+].O. (4) Given the product [NH2:2][C:1]1[C:3]([C:4]([NH2:6])=[O:5])=[CH:7][C:8]2[C:9](=[CH:10][CH:11]=[CH:12][CH:13]=2)[N:14]=1, predict the reactants needed to synthesize it. The reactants are: [C:1]([C:3](=[CH:7][C:8]1[CH:13]=[CH:12][CH:11]=[CH:10][C:9]=1[N+:14]([O-])=O)[C:4]([NH2:6])=[O:5])#[N:2].